This data is from Forward reaction prediction with 1.9M reactions from USPTO patents (1976-2016). The task is: Predict the product of the given reaction. (1) Given the reactants [OH:1][NH:2][C:3](=[NH:13])[C:4]1[CH:9]=[CH:8][C:7]([N+:10]([O-:12])=[O:11])=[CH:6][CH:5]=1.[CH:14](OCC)(OCC)OCC, predict the reaction product. The product is: [N+:10]([C:7]1[CH:6]=[CH:5][C:4]([C:3]2[N:13]=[CH:14][O:1][N:2]=2)=[CH:9][CH:8]=1)([O-:12])=[O:11]. (2) Given the reactants [CH3:1][S:2]([OH:5])(=[O:4])=[O:3].C(OC(=O)[NH:12][CH:13]([CH2:17][CH3:18])[CH2:14][C:15]#[N:16])(C)(C)C, predict the reaction product. The product is: [CH3:1][S:2]([OH:5])(=[O:4])=[O:3].[NH2:12][C@H:13]([CH2:17][CH3:18])[CH2:14][C:15]#[N:16]. (3) Given the reactants Cl.C(OC(=O)[NH:8][C:9]([CH3:54])([CH3:53])[C:10]([NH:12][C@H:13]1[CH2:18][CH2:17][C@@H:16]([N:19]2[C:24](=[O:25])[C:23]3[CH:26]=[C:27]([F:30])[CH:28]=[N:29][C:22]=3[N:21]([C:31]3[CH:32]=[C:33]([C:37]4[CH:42]=[CH:41][C:40]([CH2:43][N:44]5[CH2:50][CH2:49][CH2:48][N:47]([CH3:51])[CH2:46][CH2:45]5)=[CH:39][CH:38]=4)[CH:34]=[CH:35][CH:36]=3)[C:20]2=[O:52])[CH2:15][CH2:14]1)=[O:11])(C)(C)C, predict the reaction product. The product is: [F:30][C:27]1[CH:28]=[N:29][C:22]2[N:21]([C:31]3[CH:32]=[C:33]([C:37]4[CH:38]=[CH:39][C:40]([CH2:43][N:44]5[CH2:50][CH2:49][CH2:48][N:47]([CH3:51])[CH2:46][CH2:45]5)=[CH:41][CH:42]=4)[CH:34]=[CH:35][CH:36]=3)[C:20](=[O:52])[N:19]([C@@H:16]3[CH2:17][CH2:18][C@H:13]([NH:12][C:10](=[O:11])[C:9]([CH3:53])([CH3:54])[NH2:8])[CH2:14][CH2:15]3)[C:24](=[O:25])[C:23]=2[CH:26]=1.